This data is from Reaction yield outcomes from USPTO patents with 853,638 reactions. The task is: Predict the reaction yield, written as a fraction of the theoretical maximum amount of product (1.0 means a 100% yield; for example, 0.34 means a 34% yield). (1) The reactants are [CH:1]1[C:6]2[CH2:7][NH:8][C:9]3[CH:15]=[CH:14][CH:13]=[CH:12][C:10]=3[O:11][C:5]=2[CH:4]=[CH:3][CH:2]=1.I[CH2:17][CH2:18][CH2:19][CH2:20][CH2:21][CH2:22][C:23]([O:25][CH2:26][CH3:27])=[O:24].C(=O)([O-])[O-].[K+].[K+]. The catalyst is C(#N)C.C(OCC)(=O)C. The product is [CH:1]1[C:6]2[CH2:7][N:8]([CH2:17][CH2:18][CH2:19][CH2:20][CH2:21][CH2:22][C:23]([O:25][CH2:26][CH3:27])=[O:24])[C:9]3[CH:15]=[CH:14][CH:13]=[CH:12][C:10]=3[O:11][C:5]=2[CH:4]=[CH:3][CH:2]=1. The yield is 0.370. (2) The reactants are [C:1]([O:5][C:6]([NH:8][C:9]1([C:13]([OH:15])=O)[CH2:12][CH2:11][CH2:10]1)=[O:7])([CH3:4])([CH3:3])[CH3:2].[CH3:16][NH:17][O:18][CH3:19].CCN(C(C)C)C(C)C.CN(C(ON1N=NC2C=CC=NC1=2)=[N+](C)C)C.F[P-](F)(F)(F)(F)F. The catalyst is CN(C=O)C. The product is [C:1]([O:5][C:6](=[O:7])[NH:8][C:9]1([C:13](=[O:15])[N:17]([O:18][CH3:19])[CH3:16])[CH2:10][CH2:11][CH2:12]1)([CH3:2])([CH3:3])[CH3:4]. The yield is 0.870. (3) The reactants are [C:1]1([C:5]([OH:7])=[O:6])CCC=1.[ClH:8].[CH3:9]O[C:11](=O)[CH2:12]N.[ClH:15].CN(C)CCCN=C=NCC.C(N(CC)C(C)C)(C)C.[O-2].[Al+3].[O-2].[O-2].[Al+3]. The catalyst is CCOC(C)=O.C(Cl)Cl. The product is [CH3:11][CH2:12][O:7][C:5]([CH3:1])=[O:6].[CH2:9]([Cl:15])[Cl:8]. The yield is 0.420. (4) The reactants are Cl.Cl.Cl.[CH2:4]([N:11]1[CH2:16][CH2:15][N:14]([CH2:17][CH2:18][NH2:19])[CH2:13][CH2:12]1)[C:5]1[CH:10]=[CH:9][CH:8]=[CH:7][CH:6]=1.[CH3:20][C:21]1[NH:22][CH:23]=[C:24]([CH:26]=O)[N:25]=1.[C:28](O)(=[O:30])C.C(O[BH-](OC(=O)C)OC(=O)C)(=O)C.[Na+]. The catalyst is ClCCCl. The product is [CH2:4]([N:11]1[CH2:12][CH2:13][N:14]([CH2:17][CH2:18][N:19]2[CH2:26][C:24]3=[CH:23][N:22]=[C:21]([CH3:20])[N:25]3[C:28]2=[O:30])[CH2:15][CH2:16]1)[C:5]1[CH:6]=[CH:7][CH:8]=[CH:9][CH:10]=1. The yield is 0.0850.